This data is from Full USPTO retrosynthesis dataset with 1.9M reactions from patents (1976-2016). The task is: Predict the reactants needed to synthesize the given product. (1) Given the product [Br-:30].[C:14]1([PH+:7]([C:1]2[CH:2]=[CH:3][CH:4]=[CH:5][CH:6]=2)[C:8]2[CH:13]=[CH:12][CH:11]=[CH:10][CH:9]=2)[CH:15]=[CH:16][CH:17]=[CH:18][CH:19]=1, predict the reactants needed to synthesize it. The reactants are: [C:1]1([P:7]([C:14]2[CH:19]=[CH:18][CH:17]=[CH:16][CH:15]=2)[C:8]2[CH:13]=[CH:12][CH:11]=[CH:10][CH:9]=2)[CH:6]=[CH:5][CH:4]=[CH:3][CH:2]=1.C(OC(=O)C(C)(C)CCCCC[Br:30])C. (2) Given the product [O:19]([C:16]1[CH:15]=[CH:14][C:13]([O:12][CH:9]2[CH2:10][CH2:11][N:6]([CH2:5][CH2:4][C:3]([OH:26])=[O:2])[CH2:7][CH2:8]2)=[CH:18][CH:17]=1)[C:20]1[CH:21]=[CH:22][CH:23]=[CH:24][CH:25]=1, predict the reactants needed to synthesize it. The reactants are: C[O:2][C:3](=[O:26])[CH2:4][CH2:5][N:6]1[CH2:11][CH2:10][CH:9]([O:12][C:13]2[CH:18]=[CH:17][C:16]([O:19][C:20]3[CH:25]=[CH:24][CH:23]=[CH:22][CH:21]=3)=[CH:15][CH:14]=2)[CH2:8][CH2:7]1.[OH-].[Na+]. (3) Given the product [CH3:9][N:10]1[CH2:15][CH2:14][N:13]([C:2]2[N:7]=[C:6]([OH:8])[CH:5]=[CH:4][CH:3]=2)[CH2:12][CH2:11]1, predict the reactants needed to synthesize it. The reactants are: Cl[C:2]1[N:7]=[C:6]([OH:8])[CH:5]=[CH:4][CH:3]=1.[CH3:9][N:10]1[CH2:15][CH2:14][NH:13][CH2:12][CH2:11]1. (4) The reactants are: I[C:2]1[CH:3]=[C:4]([CH2:10][CH2:11][C:12]([O:14][CH3:15])=[O:13])[CH:5]=[CH:6][C:7]=1[O:8][CH3:9].[B:16]1([B:16]2[O:20][C:19]([CH3:22])([CH3:21])[C:18]([CH3:24])([CH3:23])[O:17]2)[O:20][C:19]([CH3:22])([CH3:21])[C:18]([CH3:24])([CH3:23])[O:17]1.CC([O-])=O.[K+].O1CCOCC1. Given the product [CH3:9][O:8][C:7]1[CH:6]=[CH:5][C:4]([CH2:10][CH2:11][C:12]([O:14][CH3:15])=[O:13])=[CH:3][C:2]=1[B:16]1[O:20][C:19]([CH3:22])([CH3:21])[C:18]([CH3:24])([CH3:23])[O:17]1, predict the reactants needed to synthesize it. (5) Given the product [CH3:1][C:2]1([CH3:23])[C:11]2[C:6](=[CH:7][CH:8]=[C:9]([C:12]([F:15])([F:13])[F:14])[CH:10]=2)[NH:5][CH:4]([C:16]2[CH:17]=[C:18]([NH:22][S:37]([C:34]3[CH:35]=[CH:36][C:31]([CH3:30])=[CH:32][CH:33]=3)(=[O:39])=[O:38])[CH:19]=[CH:20][CH:21]=2)[CH2:3]1, predict the reactants needed to synthesize it. The reactants are: [CH3:1][C:2]1([CH3:23])[C:11]2[C:6](=[CH:7][CH:8]=[C:9]([C:12]([F:15])([F:14])[F:13])[CH:10]=2)[NH:5][CH:4]([C:16]2[CH:17]=[C:18]([NH2:22])[CH:19]=[CH:20][CH:21]=2)[CH2:3]1.N1C=CC=CC=1.[CH3:30][C:31]1[CH:36]=[CH:35][C:34]([S:37](Cl)(=[O:39])=[O:38])=[CH:33][CH:32]=1.